Dataset: NCI-60 drug combinations with 297,098 pairs across 59 cell lines. Task: Regression. Given two drug SMILES strings and cell line genomic features, predict the synergy score measuring deviation from expected non-interaction effect. Drug 1: CC1CCC2CC(C(=CC=CC=CC(CC(C(=O)C(C(C(=CC(C(=O)CC(OC(=O)C3CCCCN3C(=O)C(=O)C1(O2)O)C(C)CC4CCC(C(C4)OC)OCCO)C)C)O)OC)C)C)C)OC. Cell line: SR. Synergy scores: CSS=23.2, Synergy_ZIP=1.50, Synergy_Bliss=2.18, Synergy_Loewe=-26.8, Synergy_HSA=-0.207. Drug 2: CN1C2=C(C=C(C=C2)N(CCCl)CCCl)N=C1CCCC(=O)O.Cl.